From a dataset of Full USPTO retrosynthesis dataset with 1.9M reactions from patents (1976-2016). Predict the reactants needed to synthesize the given product. (1) Given the product [CH:1]1([CH2:4][C:5]2[N:6]=[C:7]([C:10]3[CH:15]=[CH:14][CH:13]=[CH:12][C:11]=3[NH:16][C:17](=[O:18])[O:19][CH2:20][CH:21]3[CH2:22][CH2:23][NH:24][CH2:25][CH2:26]3)[S:8][CH:9]=2)[CH2:3][CH2:2]1, predict the reactants needed to synthesize it. The reactants are: [CH:1]1([CH2:4][C:5]2[N:6]=[C:7]([C:10]3[CH:15]=[CH:14][CH:13]=[CH:12][C:11]=3[NH:16][C:17]([O:19][CH2:20][CH:21]3[CH2:26][CH2:25][N:24](C(OC(C)(C)C)=O)[CH2:23][CH2:22]3)=[O:18])[S:8][CH:9]=2)[CH2:3][CH2:2]1.Cl.CO.C(=O)(O)[O-].[Na+]. (2) Given the product [Cl:1][C:2]1[CH:3]=[CH:4][C:5]([CH2:8][CH:9]([CH2:10][CH2:11][OH:12])[C:14]([O:16][CH3:17])=[O:15])=[CH:6][CH:7]=1, predict the reactants needed to synthesize it. The reactants are: [Cl:1][C:2]1[CH:7]=[CH:6][C:5]([CH2:8][CH:9]([C:14]([O:16][CH3:17])=[O:15])[CH2:10][C:11](O)=[O:12])=[CH:4][CH:3]=1.S(C)C. (3) Given the product [Cl:1][C:2]1[CH:3]=[CH:4][C:5]([CH2:6][NH:7][C:8]([C:10]2[C:11](=[O:27])[C:12]3[C:13]4[N:14]([CH:26]=2)[CH2:15][C:16](=[O:25])[N:17]([CH3:24])[C:18]=4[CH:19]=[C:20]([CH2:22][N:31]([CH2:32][CH:33]([OH:34])[C:35]2[N:36]=[CH:37][CH:38]=[CH:39][N:40]=2)[CH3:30])[CH:21]=3)=[O:9])=[CH:28][CH:29]=1, predict the reactants needed to synthesize it. The reactants are: [Cl:1][C:2]1[CH:29]=[CH:28][C:5]([CH2:6][NH:7][C:8]([C:10]2[C:11](=[O:27])[C:12]3[C:13]4[N:14]([CH:26]=2)[CH2:15][C:16](=[O:25])[N:17]([CH3:24])[C:18]=4[CH:19]=[C:20]([CH2:22]Cl)[CH:21]=3)=[O:9])=[CH:4][CH:3]=1.[CH3:30][NH:31][CH2:32][CH:33]([C:35]1[N:40]=[CH:39][CH:38]=[CH:37][N:36]=1)[OH:34].CN(C=O)C.C(N(C(C)C)CC)(C)C. (4) Given the product [NH2:4][C:5]1[S:6][C:7]([S:13]([C:16]2[CH:17]=[CH:18][C:19]([O:22][C:23]([F:26])([F:24])[F:25])=[CH:20][CH:21]=2)(=[O:14])=[O:15])=[CH:8][C:9]=1[C:10]([NH2:12])=[O:11], predict the reactants needed to synthesize it. The reactants are: C([NH:4][C:5]1[S:6][C:7]([S:13]([C:16]2[CH:21]=[CH:20][C:19]([O:22][C:23]([F:26])([F:25])[F:24])=[CH:18][CH:17]=2)(=[O:15])=[O:14])=[CH:8][C:9]=1[C:10]([NH2:12])=[O:11])(=O)C.Cl. (5) Given the product [C:19]([OH:30])(=[O:18])[CH3:20].[NH2:1][CH2:4][CH:5]([C:7]1[C:12]2[O:13][CH2:14][C:15](=[O:17])[NH:16][C:11]=2[C:10]([OH:18])=[CH:9][CH:8]=1)[OH:6], predict the reactants needed to synthesize it. The reactants are: [N:1]([CH2:4][CH:5]([C:7]1[C:12]2[O:13][CH2:14][C:15](=[O:17])[NH:16][C:11]=2[C:10]([O:18][CH2:19][C:20]2C=CC=CC=2)=[CH:9][CH:8]=1)[OH:6])=[N+]=[N-].[H][H].C([OH:30])C. (6) Given the product [C:50]([C:48]1[CH:49]=[C:45]([NH:44][C:43]([NH:29][C@@H:22]2[C:23]3[C:28](=[CH:27][CH:26]=[CH:25][CH:24]=3)[C@H:19]([O:18][C:15]3[CH:16]=[CH:17][C:12]4[N:13]([C:9]([C:2]([CH3:1])([N:4]5[CH2:8][CH2:7][CH2:6][CH2:5]5)[CH3:3])=[N:10][N:11]=4)[CH:14]=3)[CH2:20][CH2:21]2)=[O:42])[N:46]([C:54]2[CH:59]=[CH:58][C:57]([CH3:60])=[CH:56][CH:55]=2)[N:47]=1)([CH3:53])([CH3:51])[CH3:52], predict the reactants needed to synthesize it. The reactants are: [CH3:1][C:2]([C:9]1[N:13]2[CH:14]=[C:15]([O:18][C@H:19]3[C:28]4[C:23](=[CH:24][CH:25]=[CH:26][CH:27]=4)[C@@H:22]([NH2:29])[CH2:21][CH2:20]3)[CH:16]=[CH:17][C:12]2=[N:11][N:10]=1)([N:4]1[CH2:8][CH2:7][CH2:6][CH2:5]1)[CH3:3].CCN(C(C)C)C(C)C.ClC(Cl)(Cl)C[O:42][C:43](=O)[NH:44][C:45]1[N:46]([C:54]2[CH:59]=[CH:58][C:57]([CH3:60])=[CH:56][CH:55]=2)[N:47]=[C:48]([C:50]([CH3:53])([CH3:52])[CH3:51])[CH:49]=1. (7) Given the product [N:1]1[CH:6]=[C:5]([C:7]([OH:9])=[O:8])[CH:4]=[N:3][CH:2]=1, predict the reactants needed to synthesize it. The reactants are: [N:1]1[CH:6]=[C:5]([C:7]([O:9]CC)=[O:8])[CH:4]=[N:3][CH:2]=1.Cl. (8) Given the product [CH3:24][N:10]1[CH2:11][CH2:12][CH2:13][CH:9]1[CH2:8][O:7][C:6]1[CH:14]=[C:15]([C:17]([F:20])([F:18])[F:19])[CH:16]=[C:4]([N+:1]([O-:3])=[O:2])[CH:5]=1, predict the reactants needed to synthesize it. The reactants are: [N+:1]([C:4]1[CH:5]=[C:6]([CH:14]=[C:15]([C:17]([F:20])([F:19])[F:18])[CH:16]=1)[O:7][CH2:8][CH:9]1[CH2:13][CH2:12][CH2:11][NH:10]1)([O-:3])=[O:2].C=O.[BH3-][C:24]#N.[Na+].CC(O)=O.